Dataset: Catalyst prediction with 721,799 reactions and 888 catalyst types from USPTO. Task: Predict which catalyst facilitates the given reaction. (1) Reactant: [CH3:1][O:2][C:3]1[CH:8]=[C:7]([O:9][C:10]([F:13])([F:12])[F:11])[CH:6]=[CH:5][C:4]=1[C:14]1[N:19]=[C:18]([NH:20][CH3:21])[CH:17]=[N:16][CH:15]=1.C1C(=O)N([Br:29])C(=O)C1. Product: [Br:29][C:15]1[N:16]=[CH:17][C:18]([NH:20][CH3:21])=[N:19][C:14]=1[C:4]1[CH:5]=[CH:6][C:7]([O:9][C:10]([F:11])([F:12])[F:13])=[CH:8][C:3]=1[O:2][CH3:1]. The catalyst class is: 22. (2) Reactant: C([N:3](CC)CC)C.CN.F[P-](F)(F)(F)(F)F.N1(O[P+](N(C)C)(N(C)C)N(C)C)C2C=CC=CC=2N=N1.[Cl:37][C:38]1[CH:46]=[CH:45][C:41]([C:42](O)=[O:43])=[C:40]([NH:47][CH2:48]C)[N:39]=1. Product: [Cl:37][C:38]1[CH:46]=[CH:45][C:41]([C:42]([NH2:3])=[O:43])=[C:40]([NH:47][CH3:48])[N:39]=1. The catalyst class is: 1. (3) Reactant: [CH2:1]([O:3][C:4]([N:6]1[C:15]2[C:10](=[N:11][C:12]([O:16][CH3:17])=[CH:13][CH:14]=2)[C@@H:9]([NH:18][C:19]2[N:24]=[C:23]([CH2:25][C:26]3[CH:31]=[C:30]([C:32]([F:35])([F:34])[F:33])[CH:29]=[C:28]([C:36]([F:39])([F:38])[F:37])[CH:27]=3)[C:22](I)=[CH:21][N:20]=2)[CH2:8][C@H:7]1[CH2:41][CH3:42])=[O:5])[CH3:2].[N:43]1[CH:48]=[CH:47][C:46](B(O)O)=[CH:45][CH:44]=1.C(=O)([O-])[O-].[K+].[K+].O. Product: [CH2:1]([O:3][C:4]([N:6]1[C:15]2[C:10](=[N:11][C:12]([O:16][CH3:17])=[CH:13][CH:14]=2)[C@@H:9]([NH:18][C:19]2[N:24]=[C:23]([CH2:25][C:26]3[CH:31]=[C:30]([C:32]([F:35])([F:34])[F:33])[CH:29]=[C:28]([C:36]([F:39])([F:38])[F:37])[CH:27]=3)[C:22]([C:46]3[CH:47]=[CH:48][N:43]=[CH:44][CH:45]=3)=[CH:21][N:20]=2)[CH2:8][C@H:7]1[CH2:41][CH3:42])=[O:5])[CH3:2]. The catalyst class is: 427.